From a dataset of Reaction yield outcomes from USPTO patents with 853,638 reactions. Predict the reaction yield, written as a fraction of the theoretical maximum amount of product (1.0 means a 100% yield; for example, 0.34 means a 34% yield). The reactants are [F:1][C:2]1[CH:3]=[C:4]2[C:9](=[CH:10][CH:11]=1)[N:8]=[C:7]([O:12][CH3:13])[C:6]([NH:14][C:15](=[O:19])OCC)=[N:5]2.[CH3:20][C:21]1[CH:22]=[C:23]([N:28]2[CH2:33][CH2:32][NH:31][CH2:30][CH2:29]2)[CH:24]=[C:25]([CH3:27])[CH:26]=1. No catalyst specified. The product is [F:1][C:2]1[CH:3]=[C:4]2[C:9](=[CH:10][CH:11]=1)[N:8]=[C:7]([O:12][CH3:13])[C:6]([NH:14][C:15]([N:31]1[CH2:32][CH2:33][N:28]([C:23]3[CH:24]=[C:25]([CH3:27])[CH:26]=[C:21]([CH3:20])[CH:22]=3)[CH2:29][CH2:30]1)=[O:19])=[N:5]2. The yield is 0.790.